This data is from NCI-60 drug combinations with 297,098 pairs across 59 cell lines. The task is: Regression. Given two drug SMILES strings and cell line genomic features, predict the synergy score measuring deviation from expected non-interaction effect. (1) Synergy scores: CSS=1.04, Synergy_ZIP=-0.477, Synergy_Bliss=-1.62, Synergy_Loewe=-0.891, Synergy_HSA=-2.17. Drug 2: CNC(=O)C1=NC=CC(=C1)OC2=CC=C(C=C2)NC(=O)NC3=CC(=C(C=C3)Cl)C(F)(F)F. Drug 1: CC1=C(C=C(C=C1)NC(=O)C2=CC=C(C=C2)CN3CCN(CC3)C)NC4=NC=CC(=N4)C5=CN=CC=C5. Cell line: NCI-H460. (2) Drug 1: CCCCCOC(=O)NC1=NC(=O)N(C=C1F)C2C(C(C(O2)C)O)O. Drug 2: C1=NNC2=C1C(=O)NC=N2. Cell line: TK-10. Synergy scores: CSS=-1.61, Synergy_ZIP=3.82, Synergy_Bliss=5.72, Synergy_Loewe=-1.60, Synergy_HSA=-0.537. (3) Drug 1: C1=C(C(=O)NC(=O)N1)F. Drug 2: CC1=C2C(C(=O)C3(C(CC4C(C3C(C(C2(C)C)(CC1OC(=O)C(C(C5=CC=CC=C5)NC(=O)OC(C)(C)C)O)O)OC(=O)C6=CC=CC=C6)(CO4)OC(=O)C)O)C)O. Cell line: NCI-H322M. Synergy scores: CSS=41.0, Synergy_ZIP=-0.0343, Synergy_Bliss=0.803, Synergy_Loewe=4.42, Synergy_HSA=5.80.